Dataset: Full USPTO retrosynthesis dataset with 1.9M reactions from patents (1976-2016). Task: Predict the reactants needed to synthesize the given product. (1) Given the product [F:1][C:2]1[CH:3]=[C:4]([C@@:9]2([CH3:20])[NH:18][C:17](=[O:19])[C:12]3([CH2:13][CH2:14][CH2:15][CH2:16]3)[N:11]([C:30]([O:32][C:33]([CH3:36])([CH3:35])[CH3:34])=[O:31])[CH2:10]2)[CH:5]=[C:6]([F:8])[CH:7]=1, predict the reactants needed to synthesize it. The reactants are: [F:1][C:2]1[CH:3]=[C:4]([C@@:9]2([CH3:20])[NH:18][C:17](=[O:19])[C:12]3([CH2:16][CH2:15][CH2:14][CH2:13]3)[NH:11][CH2:10]2)[CH:5]=[C:6]([F:8])[CH:7]=1.C(N(CC)C(C)C)(C)C.[C:30](O[C:30]([O:32][C:33]([CH3:36])([CH3:35])[CH3:34])=[O:31])([O:32][C:33]([CH3:36])([CH3:35])[CH3:34])=[O:31]. (2) Given the product [Cl:1][C:2]1[CH:7]=[C:6]([OH:8])[C:5]([C:22]2[CH:27]=[CH:26][N:25]=[N:24][CH:23]=2)=[CH:4][C:3]=1[C:10]1[CH:15]=[CH:14][CH:13]=[C:12]([F:16])[CH:11]=1, predict the reactants needed to synthesize it. The reactants are: [Cl:1][C:2]1[CH:7]=[C:6]([OH:8])[C:5](I)=[CH:4][C:3]=1[C:10]1[CH:15]=[CH:14][CH:13]=[C:12]([F:16])[CH:11]=1.C([Sn](CCCC)(CCCC)[C:22]1[CH:27]=[CH:26][N:25]=[N:24][CH:23]=1)CCC.[F-].[Cs+]. (3) Given the product [NH2:9][C:4]1[C:3]([CH:2]=[O:22])=[CH:8][CH:7]=[CH:6][N:5]=1, predict the reactants needed to synthesize it. The reactants are: Br[CH:2](Br)[C:3]1[C:4]([N:9]2C(=O)C3C(=CC=CC=3)C2=O)=[N:5][CH:6]=[CH:7][CH:8]=1.[NH4+].[OH-:22]. (4) The reactants are: [F:1][C:2]1[CH:26]=[CH:25][C:5]([CH2:6][N:7]2[C@@H:11]([CH3:12])[CH2:10][N:9]([C:13]3[S:14][C:15]([C:19]([O:21]CC)=[O:20])=[C:16]([CH3:18])[N:17]=3)[C:8]2=[O:24])=[CH:4][CH:3]=1.[OH-].[Li+].Cl. Given the product [F:1][C:2]1[CH:3]=[CH:4][C:5]([CH2:6][N:7]2[C@@H:11]([CH3:12])[CH2:10][N:9]([C:13]3[S:14][C:15]([C:19]([OH:21])=[O:20])=[C:16]([CH3:18])[N:17]=3)[C:8]2=[O:24])=[CH:25][CH:26]=1, predict the reactants needed to synthesize it. (5) The reactants are: [Cl-].[CH2:2]([N+:4]1[CH:8]=[CH:7][N:6]([CH3:9])[CH:5]=1)[CH3:3].[F:10][C:11]([F:19])([S:15]([O-:18])(=[O:17])=[O:16])[CH:12]([F:14])[F:13].[K+].[Cl-].[K+]. Given the product [F:10][C:11]([F:19])([S:15]([O-:18])(=[O:17])=[O:16])[CH:12]([F:14])[F:13].[CH2:2]([N+:4]1[CH:8]=[CH:7][N:6]([CH3:9])[CH:5]=1)[CH3:3], predict the reactants needed to synthesize it. (6) The reactants are: [H-].[Na+].[CH3:3][CH:4]([CH3:16])[C@H:5]([N:8]=CC1C=CC=CC=1)[CH2:6][OH:7].[CH2:17](Br)[CH:18]=[CH2:19].CO. Given the product [CH2:19]([O:7][CH2:6][C@@H:5]([NH2:8])[CH:4]([CH3:3])[CH3:16])[CH:18]=[CH2:17], predict the reactants needed to synthesize it. (7) Given the product [Br:32][C:8]1[CH:7]=[C:6]([CH2:5][CH2:4][C:3]([OH:33])=[O:2])[CH:11]=[C:10]([Br:12])[C:9]=1[O:13][C:14]1[CH:19]=[C:18](/[CH:20]=[CH:21]/[C:22]2[CH:27]=[CH:26][N:25]=[CH:24][CH:23]=2)[C:17]([OH:28])=[C:16]([CH:29]([CH3:31])[CH3:30])[CH:15]=1, predict the reactants needed to synthesize it. The reactants are: C[O:2][C:3](=[O:33])[CH2:4][CH2:5][C:6]1[CH:11]=[C:10]([Br:12])[C:9]([O:13][C:14]2[CH:19]=[C:18](/[CH:20]=[CH:21]/[C:22]3[CH:27]=[CH:26][N:25]=[CH:24][CH:23]=3)[C:17]([OH:28])=[C:16]([CH:29]([CH3:31])[CH3:30])[CH:15]=2)=[C:8]([Br:32])[CH:7]=1.